This data is from Reaction yield outcomes from USPTO patents with 853,638 reactions. The task is: Predict the reaction yield, written as a fraction of the theoretical maximum amount of product (1.0 means a 100% yield; for example, 0.34 means a 34% yield). (1) The reactants are [N:1]1[CH:6]=[CH:5][C:4]([C:7]2[N:11]3[CH2:12][CH2:13][CH2:14][CH:15]([C:16]([O:18][CH2:19][CH3:20])=[O:17])[C:10]3=[N:9][N:8]=2)=[CH:3][CH:2]=1.[H-].[Na+].Cl[CH:24]([C:26]1[N:30]=[C:29]([C:31]2[CH:36]=[CH:35][CH:34]=[C:33]([Cl:37])[CH:32]=2)[O:28][N:27]=1)[CH3:25].[NH4+].[Cl-]. The catalyst is CN(C=O)C. The product is [Cl:37][C:33]1[CH:32]=[C:31]([C:29]2[O:28][N:27]=[C:26]([CH:24]([C:15]3([C:16]([O:18][CH2:19][CH3:20])=[O:17])[CH2:14][CH2:13][CH2:12][N:11]4[C:7]([C:4]5[CH:5]=[CH:6][N:1]=[CH:2][CH:3]=5)=[N:8][N:9]=[C:10]34)[CH3:25])[N:30]=2)[CH:36]=[CH:35][CH:34]=1. The yield is 0.650. (2) The reactants are [CH3:1][C:2]([C:4]1[CH:5]=[CH:6][C:7]([OH:10])=[CH:8][CH:9]=1)=[O:3].[Br:11]Br. The catalyst is O1CCOCC1. The product is [Br:11][CH2:1][C:2]([C:4]1[CH:9]=[CH:8][C:7]([OH:10])=[CH:6][CH:5]=1)=[O:3]. The yield is 0.440.